Task: Predict the product of the given reaction.. Dataset: Forward reaction prediction with 1.9M reactions from USPTO patents (1976-2016) Given the reactants [Li+].CC([N-]C(C)C)C.[O:9]1[C:13]2([CH2:18][CH2:17][CH:16]([C:19]([O:21][CH2:22][CH3:23])=[O:20])[CH2:15][CH2:14]2)[O:12][CH2:11][CH2:10]1.O1CC1, predict the reaction product. The product is: [O:9]1[C:13]2([CH2:18][CH2:17][C:16]3([CH2:23][CH2:22][O:21][C:19]3=[O:20])[CH2:15][CH2:14]2)[O:12][CH2:11][CH2:10]1.